The task is: Predict which catalyst facilitates the given reaction.. This data is from Catalyst prediction with 721,799 reactions and 888 catalyst types from USPTO. (1) Reactant: [Cl:1][C:2]1[CH:10]=[CH:9][CH:8]=[C:7]2[C:3]=1[CH2:4][N:5]([C:11]([O:13][C@H:14]1[CH2:31][N:30]3[C@H:16]([C:17](=[O:51])[NH:18][C@:19]4([C:42](=[O:50])[NH:43][S:44]([CH:47]5[CH2:49][CH2:48]5)(=[O:46])=[O:45])[CH2:41][C@H:20]4[CH:21]=[CH:22][CH2:23][O:24][CH2:25][CH2:26][CH2:27][C@H:28]([NH:33]C(OC(C)(C)C)=O)[C:29]3=[O:32])[CH2:15]1)=[O:12])[CH2:6]2.Cl. Product: [ClH:1].[Cl:1][C:2]1[CH:10]=[CH:9][CH:8]=[C:7]2[C:3]=1[CH2:4][N:5]([C:11]([O:13][C@H:14]1[CH2:31][N:30]3[C@H:16]([C:17](=[O:51])[NH:18][C@:19]4([C:42](=[O:50])[NH:43][S:44]([CH:47]5[CH2:48][CH2:49]5)(=[O:45])=[O:46])[CH2:41][C@H:20]4[CH:21]=[CH:22][CH2:23][O:24][CH2:25][CH2:26][CH2:27][C@H:28]([NH2:33])[C:29]3=[O:32])[CH2:15]1)=[O:12])[CH2:6]2. The catalyst class is: 135. (2) Reactant: CC(C)(C)C([NH:5][C:6]1[CH:11]=[CH:10][CH:9]=[C:8]([O:12][CH3:13])[C:7]=1/[CH:14]=[CH:15]/[C:16](=O)[C:17]1[CH:22]=[CH:21][CH:20]=[CH:19][CH:18]=1)=O.C([O-])(O)=O.[Na+]. Product: [CH3:13][O:12][C:8]1[CH:9]=[CH:10][CH:11]=[C:6]2[C:7]=1[CH:14]=[CH:15][C:16]([C:17]1[CH:22]=[CH:21][CH:20]=[CH:19][CH:18]=1)=[N:5]2. The catalyst class is: 65. (3) Reactant: [CH2:1]([O:4][NH:5][C@@H:6]1[CH:11]=[CH:10][C@@H:9]([CH2:12][O:13][Si:14]([C:17]([CH3:20])([CH3:19])[CH3:18])([CH3:16])[CH3:15])[NH:8][CH2:7]1)[CH:2]=[CH2:3].C(N(C(C)C)C(C)C)C.[C:30](=O)(OC(Cl)(Cl)Cl)[O:31]C(Cl)(Cl)Cl. Product: [CH2:1]([O:4][N:5]1[C:30](=[O:31])[N:8]2[CH2:7][C@H:6]1[CH:11]=[CH:10][C@H:9]2[CH2:12][O:13][Si:14]([C:17]([CH3:20])([CH3:19])[CH3:18])([CH3:15])[CH3:16])[CH:2]=[CH2:3]. The catalyst class is: 10. (4) Product: [Br:8][C:21]1[S:20][C:19]([C:12]2[C:13]([CH2:17][CH3:18])=[CH:14][CH:15]=[CH:16][C:11]=2[CH2:9][CH3:10])=[N:23][C:22]=1[CH3:24]. The catalyst class is: 115. Reactant: C1C(=O)N([Br:8])C(=O)C1.[CH2:9]([C:11]1[CH:16]=[CH:15][CH:14]=[C:13]([CH2:17][CH3:18])[C:12]=1[C:19]1[S:20][CH:21]=[C:22]([CH3:24])[N:23]=1)[CH3:10]. (5) Reactant: [Br:1][C:2]1[C:7](=[O:8])[NH:6][C:5]([C:9](OCC)=[O:10])=[C:4]([Cl:14])[CH:3]=1.[NH3:15]. Product: [Br:1][C:2]1[C:7](=[O:8])[NH:6][C:5]([C:9]([NH2:15])=[O:10])=[C:4]([Cl:14])[CH:3]=1. The catalyst class is: 8. (6) Product: [NH2:7][C:8]([CH2:13][O:14][CH2:3][CH2:2][C:1]#[N:4])([CH2:11][O:12][CH2:3][CH2:2][C:1]#[N:4])[CH2:9][O:10][CH2:3][CH2:2][C:1]#[N:4]. The catalyst class is: 38. Reactant: [C:1](#[N:4])[CH:2]=[CH2:3].[OH-].[K+].[NH2:7][C:8]([CH2:13][OH:14])([CH2:11][OH:12])[CH2:9][OH:10].Cl. (7) Reactant: [CH2:1]=[CH:2][CH2:3][CH2:4][CH2:5][CH2:6][CH3:7].[CH2:8]=[O:9].[Cl-].C[Al+]C.CCCCCC.P([O-])(O)(O)=O.[Na+].Cl. Product: [CH2:8]([OH:9])[CH2:1]/[CH:2]=[CH:3]/[CH2:4][CH2:5][CH2:6][CH3:7]. The catalyst class is: 2. (8) Reactant: [Cl:1][C:2]1[C:7]([CH:8]=[O:9])=[CH:6][N:5]=[C:4]2[NH:10][CH:11]=[CH:12][C:3]=12.[H-].[Na+].Cl[CH2:16][O:17][CH2:18][CH2:19][Si:20]([CH3:23])([CH3:22])[CH3:21].[Cl-].[NH4+]. Product: [Cl:1][C:2]1[C:7]([CH:8]=[O:9])=[CH:6][N:5]=[C:4]2[N:10]([CH2:16][O:17][CH2:18][CH2:19][Si:20]([CH3:23])([CH3:22])[CH3:21])[CH:11]=[CH:12][C:3]=12. The catalyst class is: 9. (9) Reactant: [OH:1][CH:2]1[CH2:7][CH2:6][N:5](CC2C=CC=CC=2)[CH2:4][CH:3]1[CH2:15][NH:16][C:17](=[O:23])[O:18][C:19]([CH3:22])([CH3:21])[CH3:20]. Product: [OH:1][CH:2]1[CH2:7][CH2:6][NH:5][CH2:4][CH:3]1[CH2:15][NH:16][C:17](=[O:23])[O:18][C:19]([CH3:21])([CH3:20])[CH3:22]. The catalyst class is: 105.